Task: Predict which catalyst facilitates the given reaction.. Dataset: Catalyst prediction with 721,799 reactions and 888 catalyst types from USPTO (1) Reactant: [O:1]1[CH2:6][CH2:5][N:4]([C:7]2[CH:13]=[CH:12][C:10]([NH2:11])=[CH:9][CH:8]=2)[CH2:3][CH2:2]1.Cl.O1CCOCC1.[CH2:21]([NH:28][C:29]1[C:34]([C:35]([NH2:37])=[O:36])=[CH:33][N:32]=[C:31](Cl)[N:30]=1)[C:22]1[CH:27]=[CH:26][CH:25]=[CH:24][CH:23]=1. Product: [CH2:21]([NH:28][C:29]1[C:34]([C:35]([NH2:37])=[O:36])=[CH:33][N:32]=[C:31]([NH:11][C:10]2[CH:12]=[CH:13][C:7]([N:4]3[CH2:3][CH2:2][O:1][CH2:6][CH2:5]3)=[CH:8][CH:9]=2)[N:30]=1)[C:22]1[CH:27]=[CH:26][CH:25]=[CH:24][CH:23]=1. The catalyst class is: 37. (2) Reactant: C(NC(C)C)(C)C.[Li]CCCC.[CH:13]1[CH:14]=[C:15]([N:21]2[CH2:26][CH2:25][N:24]([CH2:27][CH2:28][CH2:29][CH2:30][O:31][C:32]3[CH:33]=[CH:34][C:35]4[CH2:42][CH2:41][C:39](=[O:40])[NH:38][C:36]=4[CH:37]=3)[CH2:23][CH2:22]2)[C:16]([Cl:20])=[C:17]([Cl:19])[CH:18]=1.[C:43](Cl)(=[O:47])[CH:44]([CH3:46])[CH3:45]. Product: [Cl:20][C:16]1[C:17]([Cl:19])=[CH:18][CH:13]=[CH:14][C:15]=1[N:21]1[CH2:26][CH2:25][N:24]([CH2:27][CH2:28][CH2:29][CH2:30][O:31][C:32]2[CH:37]=[C:36]3[C:35]([CH2:42][CH2:41][C:39](=[O:40])[N:38]3[C:43](=[O:47])[CH:44]([CH3:46])[CH3:45])=[CH:34][CH:33]=2)[CH2:23][CH2:22]1. The catalyst class is: 7. (3) Product: [NH2:1][C:2]1[N:3]=[C:4]([N:52]2[CH2:57][CH2:56][NH:55][CH2:54][CH2:53]2)[C:5]2[N:11]=[C:10]([Cl:12])[CH:9]=[CH:8][C:6]=2[N:7]=1. The catalyst class is: 3. Reactant: [NH2:1][C:2]1[NH:3][C:4](=O)[C:5]2[N:11]=[C:10]([Cl:12])[CH:9]=[CH:8][C:6]=2[N:7]=1.N12CCCN=C1CCCCC2.F[P-](F)(F)(F)(F)F.N1(O[P+](N(C)C)(N(C)C)N(C)C)C2C=CC=CC=2N=N1.[NH:52]1[CH2:57][CH2:56][NH:55][CH2:54][CH2:53]1. (4) Reactant: CC(C1C=C(C(C)C)C(C2C=CC=CC=2P(C2CCCCC2)C2CCCCC2)=C(C(C)C)C=1)C.C(=O)([O-])[O-].[K+].[K+].[CH:41]1([B-](F)(F)F)[CH2:43][CH2:42]1.[K+].Cl[C:50]1[CH:51]=[C:52]([CH:62]=[O:63])[CH:53]=[C:54]2[C:59]=1[S:58][CH2:57][CH2:56][C:55]2([CH3:61])[CH3:60]. Product: [CH:41]1([C:50]2[CH:51]=[C:52]([CH:62]=[O:63])[CH:53]=[C:54]3[C:59]=2[S:58][CH2:57][CH2:56][C:55]3([CH3:60])[CH3:61])[CH2:43][CH2:42]1. The catalyst class is: 318.